Dataset: Reaction yield outcomes from USPTO patents with 853,638 reactions. Task: Predict the reaction yield, written as a fraction of the theoretical maximum amount of product (1.0 means a 100% yield; for example, 0.34 means a 34% yield). (1) The reactants are [C:1]([C:5]1[CH:10]=[C:9](Cl)[N:8]=[CH:7][N:6]=1)([CH3:4])([CH3:3])[CH3:2].[C:12]1([N:18]2[C:30]3[CH:29]=[CH:28][C:27](B(O)O)=[CH:26][C:25]=3[C:24]3[C:19]2=[CH:20][CH:21]=[CH:22][CH:23]=3)[CH:17]=[CH:16][CH:15]=[CH:14][CH:13]=1.C(=O)([O-])[O-].[Na+].[Na+]. The catalyst is Cl[Pd](Cl)([P](C1C=CC=CC=1)(C1C=CC=CC=1)C1C=CC=CC=1)[P](C1C=CC=CC=1)(C1C=CC=CC=1)C1C=CC=CC=1.O. The product is [C:1]([C:5]1[CH:10]=[C:9]([C:27]2[CH:28]=[CH:29][C:30]3[N:18]([C:12]4[CH:17]=[CH:16][CH:15]=[CH:14][CH:13]=4)[C:19]4[C:24]([C:25]=3[CH:26]=2)=[CH:23][CH:22]=[CH:21][CH:20]=4)[N:8]=[CH:7][N:6]=1)([CH3:4])([CH3:3])[CH3:2]. The yield is 0.950. (2) The reactants are C(OC([NH:11][CH2:12][CH2:13][CH2:14][CH2:15][CH:16]([N:49]([CH2:83][C:84]([NH:86][CH2:87][CH2:88][CH2:89][CH2:90][CH:91]([N:99]([CH2:108][C:109]([O:111][C:112]([CH3:115])([CH3:114])[CH3:113])=[O:110])[CH2:100][C:101](=[O:107])[O:102][C:103]([CH3:106])([CH3:105])[CH3:104])[C:92]([O:94][C:95]([CH3:98])([CH3:97])[CH3:96])=[O:93])=[O:85])[CH2:50][C:51](=[O:82])[NH:52][CH2:53][CH2:54][CH2:55][CH2:56][CH:57]([C:75]([O:77][C:78]([CH3:81])([CH3:80])[CH3:79])=[O:76])[N:58]([CH2:67][C:68](=[O:74])[O:69][C:70]([CH3:73])([CH3:72])[CH3:71])[CH2:59][C:60]([O:62][C:63]([CH3:66])([CH3:65])[CH3:64])=[O:61])[C:17](=[O:48])[NH:18][CH2:19][CH2:20][CH2:21][CH2:22][CH:23]([C:41]([O:43][C:44]([CH3:47])([CH3:46])[CH3:45])=[O:42])[N:24]([CH2:33][C:34]([O:36][C:37]([CH3:40])([CH3:39])[CH3:38])=[O:35])[CH2:25][C:26]([O:28][C:29]([CH3:32])([CH3:31])[CH3:30])=[O:27])=O)C1C=CC=CC=1. The catalyst is [Pd].CO. The product is [NH2:11][CH2:12][CH2:13][CH2:14][CH2:15][CH:16]([N:49]([CH2:50][C:51]([NH:52][CH2:53][CH2:54][CH2:55][CH2:56][CH:57]([N:58]([CH2:59][C:60]([O:62][C:63]([CH3:66])([CH3:65])[CH3:64])=[O:61])[CH2:67][C:68](=[O:74])[O:69][C:70]([CH3:73])([CH3:72])[CH3:71])[C:75]([O:77][C:78]([CH3:81])([CH3:80])[CH3:79])=[O:76])=[O:82])[CH2:83][C:84](=[O:85])[NH:86][CH2:87][CH2:88][CH2:89][CH2:90][CH:91]([C:92]([O:94][C:95]([CH3:96])([CH3:97])[CH3:98])=[O:93])[N:99]([CH2:108][C:109](=[O:110])[O:111][C:112]([CH3:113])([CH3:114])[CH3:115])[CH2:100][C:101]([O:102][C:103]([CH3:104])([CH3:105])[CH3:106])=[O:107])[C:17](=[O:48])[NH:18][CH2:19][CH2:20][CH2:21][CH2:22][CH:23]([C:41]([O:43][C:44]([CH3:45])([CH3:46])[CH3:47])=[O:42])[N:24]([CH2:33][C:34]([O:36][C:37]([CH3:39])([CH3:40])[CH3:38])=[O:35])[CH2:25][C:26]([O:28][C:29]([CH3:32])([CH3:31])[CH3:30])=[O:27]. The yield is 0.990. (3) The reactants are [CH2:1]([C@H:3]1[N:6]([C:7]2[CH:12]=[CH:11][C:10]([C:13]([F:16])([F:15])[F:14])=[CH:9][CH:8]=2)[C:5](=[O:17])[CH2:4]1)[CH3:2].[OH2:18].[OH-].[K+]. The catalyst is CO. The product is [F:14][C:13]([F:16])([F:15])[C:10]1[CH:11]=[CH:12][C:7]([NH:6][C@H:3]([CH2:1][CH3:2])[CH2:4][C:5]([OH:17])=[O:18])=[CH:8][CH:9]=1. The yield is 0.760. (4) The reactants are C(=O)([O-])[O-].[K+].[K+].Cl.[NH2:8][OH:9].[CH3:10][O:11][C:12](=[O:23])[C:13]1[CH:18]=[CH:17][CH:16]=[CH:15][C:14]=1[S:19](Cl)(=[O:21])=[O:20].S(Cl)(Cl)(=O)=O. The catalyst is O.CO.C1COCC1. The product is [CH3:10][O:11][C:12](=[O:23])[C:13]1[CH:18]=[CH:17][CH:16]=[CH:15][C:14]=1[S:19](=[O:21])(=[O:20])[NH:8][OH:9]. The yield is 0.440. (5) The reactants are [Cl:1][C:2]1[CH:7]=[C:6]([Cl:8])[CH:5]=[CH:4][C:3]=1[C:9]1[C:10]([C:26]#[N:27])=[C:11]([C:19]2[CH:24]=[CH:23][N:22]=[C:21](F)[CH:20]=2)[S:12][C:13]=1[C:14]1[NH:18][N:17]=[N:16][CH:15]=1.COC1C=C(OC)C=CC=1C[NH2:33].CCN(C(C)C)C(C)C.C(O)CCC.C(Cl)Cl.C(O)(C(F)(F)F)=O.C(=O)(O)[O-].[Na+]. The catalyst is CO.O. The product is [NH2:33][C:21]1[CH:20]=[C:19]([C:11]2[S:12][C:13]([C:14]3[NH:18][N:17]=[N:16][CH:15]=3)=[C:9]([C:3]3[CH:4]=[CH:5][C:6]([Cl:8])=[CH:7][C:2]=3[Cl:1])[C:10]=2[C:26]#[N:27])[CH:24]=[CH:23][N:22]=1. The yield is 0.470. (6) The reactants are [F:1][C:2]1[CH:7]=[CH:6][CH:5]=[C:4]([F:8])[C:3]=1[C:9]1[NH:13][CH:12]=[C:11]([C:14](OCC)=[O:15])[CH:10]=1.[H-].C([Al+]CC(C)C)C(C)C.O. The catalyst is O1CCCC1.C1(C)C=CC=CC=1.C(OCC)(=O)C.S([O-])([O-])(=O)=O.[Mg+2]. The product is [F:1][C:2]1[CH:7]=[CH:6][CH:5]=[C:4]([F:8])[C:3]=1[C:9]1[NH:13][CH:12]=[C:11]([CH2:14][OH:15])[CH:10]=1. The yield is 0.970. (7) The reactants are [I:1]N1C(=O)CCC1=O.[NH2:9][C:10]1[CH:19]=[CH:18][C:17]([Br:20])=[CH:16][C:11]=1[C:12]([O:14][CH3:15])=[O:13]. The catalyst is FC(F)(F)C(O)=O. The product is [NH2:9][C:10]1[C:19]([I:1])=[CH:18][C:17]([Br:20])=[CH:16][C:11]=1[C:12]([O:14][CH3:15])=[O:13]. The yield is 0.970. (8) The reactants are CO[CH2:3][N:4]([CH2:10][C:11]1[CH:16]=[CH:15][CH:14]=[CH:13][CH:12]=1)[CH2:5][Si](C)(C)C.[N+:17](/[CH:20]=[CH:21]/[C:22]1[CH:27]=[CH:26][CH:25]=[CH:24][CH:23]=1)([O-:19])=[O:18].FC(F)(F)C(O)=O. The catalyst is C(Cl)Cl. The product is [CH2:10]([N:4]1[CH2:5][CH:21]([C:22]2[CH:27]=[CH:26][CH:25]=[CH:24][CH:23]=2)[CH:20]([N+:17]([O-:19])=[O:18])[CH2:3]1)[C:11]1[CH:16]=[CH:15][CH:14]=[CH:13][CH:12]=1. The yield is 0.680. (9) The reactants are CC1C(C)O[C:4]2([CH2:12][C:11]([CH3:14])([CH3:13])[C:10]([C:16]#[C:17][C:18]3[N:22]([CH3:23])[CH:21]=[N:20][CH:19]=3)([OH:15])[C:9]([CH3:24])=[CH:8]2)[O:3]1.O. The catalyst is CC(C)=O.Cl. The product is [OH:15][C:10]1([C:16]#[C:17][C:18]2[N:22]([CH3:23])[CH:21]=[N:20][CH:19]=2)[C:11]([CH3:13])([CH3:14])[CH2:12][C:4](=[O:3])[CH:8]=[C:9]1[CH3:24]. The yield is 0.700.